Dataset: TCR-epitope binding with 47,182 pairs between 192 epitopes and 23,139 TCRs. Task: Binary Classification. Given a T-cell receptor sequence (or CDR3 region) and an epitope sequence, predict whether binding occurs between them. (1) The epitope is KLGGALQAK. The TCR CDR3 sequence is CASSFGGGTYEQYF. Result: 1 (the TCR binds to the epitope). (2) The epitope is EILDITPCSF. The TCR CDR3 sequence is CASSLARQGWGTQYF. Result: 1 (the TCR binds to the epitope). (3) The epitope is KLPDDFTGCV. The TCR CDR3 sequence is CASSPPGGSGNTIYF. Result: 0 (the TCR does not bind to the epitope). (4) The epitope is SFHSLHLLF. The TCR CDR3 sequence is CASSLGFTDTQYF. Result: 0 (the TCR does not bind to the epitope). (5) The epitope is WICLLQFAY. The TCR CDR3 sequence is CASSPTGNYEQYF. Result: 0 (the TCR does not bind to the epitope). (6) The epitope is KLWAQCVQL. The TCR CDR3 sequence is CASSQDWAGVDEQYF. Result: 1 (the TCR binds to the epitope). (7) Result: 0 (the TCR does not bind to the epitope). The epitope is RQLLFVVEV. The TCR CDR3 sequence is CASSTQGADSPLHF. (8) Result: 1 (the TCR binds to the epitope). The TCR CDR3 sequence is CASSLMRGGTYNSPLHF. The epitope is FLASKIGRLV. (9) The epitope is KLSYGIATV. The TCR CDR3 sequence is CASSQDRGSTEAFF. Result: 0 (the TCR does not bind to the epitope).